From a dataset of Forward reaction prediction with 1.9M reactions from USPTO patents (1976-2016). Predict the product of the given reaction. Given the reactants [CH2:1]1[CH2:30][O:29][C:3]2([CH2:20][CH2:19][C@:18]34[O:21][C@:5]3([CH2:6][CH2:7][C@@H:8]3[C:17]4=[CH:16][CH2:15][C@@:13]4([CH3:14])[C@H:9]3[CH2:10][CH2:11][C@@:12]4([OH:28])[CH2:22][C:23](F)=[C:24](F)F)[CH2:4]2)[O:2]1.C1COC2(CCC3C4[C@H]([C@H]5[C@@](CC=4)(C)[C@](O)(C#CC[O:54][CH:55]4[CH2:60][CH2:59][CH2:58][CH2:57][O:56]4)CC5)CCC=3C2)O1.OO.FC(F)(F)C(C(F)(F)F)=O, predict the reaction product. The product is: [CH2:1]1[CH2:30][O:29][C:3]2([CH2:20][CH2:19][C@:18]34[O:21][C@:5]3([CH2:6][CH2:7][C@@H:8]3[C:17]4=[CH:16][CH2:15][C@@:13]4([CH3:14])[C@H:9]3[CH2:10][CH2:11][C@@:12]4([OH:28])[C:22]#[C:23][CH2:24][O:54][CH:55]3[CH2:60][CH2:59][CH2:58][CH2:57][O:56]3)[CH2:4]2)[O:2]1.